From a dataset of NCI-60 drug combinations with 297,098 pairs across 59 cell lines. Regression. Given two drug SMILES strings and cell line genomic features, predict the synergy score measuring deviation from expected non-interaction effect. (1) Drug 1: CC1C(C(CC(O1)OC2CC(CC3=C2C(=C4C(=C3O)C(=O)C5=C(C4=O)C(=CC=C5)OC)O)(C(=O)C)O)N)O.Cl. Drug 2: C1C(C(OC1N2C=NC3=C(N=C(N=C32)Cl)N)CO)O. Cell line: SF-268. Synergy scores: CSS=19.8, Synergy_ZIP=-3.82, Synergy_Bliss=1.60, Synergy_Loewe=-2.44, Synergy_HSA=-1.89. (2) Drug 1: C1CN(CCN1C(=O)CCBr)C(=O)CCBr. Drug 2: COCCOC1=C(C=C2C(=C1)C(=NC=N2)NC3=CC=CC(=C3)C#C)OCCOC.Cl. Cell line: HCT-15. Synergy scores: CSS=21.4, Synergy_ZIP=-1.22, Synergy_Bliss=0.353, Synergy_Loewe=2.98, Synergy_HSA=4.10. (3) Drug 1: C1CCC(CC1)NC(=O)N(CCCl)N=O. Drug 2: C1=CC(=CC=C1C#N)C(C2=CC=C(C=C2)C#N)N3C=NC=N3. Cell line: SK-MEL-5. Synergy scores: CSS=-2.01, Synergy_ZIP=0.148, Synergy_Bliss=-3.05, Synergy_Loewe=-7.83, Synergy_HSA=-8.08. (4) Drug 1: CS(=O)(=O)OCCCCOS(=O)(=O)C. Drug 2: CCC1(C2=C(COC1=O)C(=O)N3CC4=CC5=C(C=CC(=C5CN(C)C)O)N=C4C3=C2)O.Cl. Cell line: HT29. Synergy scores: CSS=30.1, Synergy_ZIP=5.13, Synergy_Bliss=7.30, Synergy_Loewe=-34.0, Synergy_HSA=5.60. (5) Drug 1: C1C(C(OC1N2C=C(C(=O)NC2=O)F)CO)O. Drug 2: C1CC(=O)NC(=O)C1N2C(=O)C3=CC=CC=C3C2=O. Cell line: HS 578T. Synergy scores: CSS=16.0, Synergy_ZIP=-2.68, Synergy_Bliss=5.34, Synergy_Loewe=-24.8, Synergy_HSA=3.32. (6) Drug 1: C1=CC(=C2C(=C1NCCNCCO)C(=O)C3=C(C=CC(=C3C2=O)O)O)NCCNCCO. Cell line: SK-MEL-5. Synergy scores: CSS=13.9, Synergy_ZIP=-8.09, Synergy_Bliss=-2.06, Synergy_Loewe=-4.95, Synergy_HSA=-3.65. Drug 2: CC1CCCC2(C(O2)CC(NC(=O)CC(C(C(=O)C(C1O)C)(C)C)O)C(=CC3=CSC(=N3)C)C)C. (7) Drug 1: C1=C(C(=O)NC(=O)N1)F. Drug 2: CCCCC(=O)OCC(=O)C1(CC(C2=C(C1)C(=C3C(=C2O)C(=O)C4=C(C3=O)C=CC=C4OC)O)OC5CC(C(C(O5)C)O)NC(=O)C(F)(F)F)O. Cell line: SNB-19. Synergy scores: CSS=32.9, Synergy_ZIP=1.60, Synergy_Bliss=0.532, Synergy_Loewe=2.03, Synergy_HSA=2.27. (8) Drug 1: CCN(CC)CCNC(=O)C1=C(NC(=C1C)C=C2C3=C(C=CC(=C3)F)NC2=O)C. Drug 2: C1=CN(C=N1)CC(O)(P(=O)(O)O)P(=O)(O)O. Cell line: LOX IMVI. Synergy scores: CSS=3.90, Synergy_ZIP=2.18, Synergy_Bliss=7.74, Synergy_Loewe=2.11, Synergy_HSA=2.29. (9) Cell line: M14. Drug 2: CC1C(C(CC(O1)OC2CC(CC3=C2C(=C4C(=C3O)C(=O)C5=C(C4=O)C(=CC=C5)OC)O)(C(=O)CO)O)N)O.Cl. Drug 1: COCCOC1=C(C=C2C(=C1)C(=NC=N2)NC3=CC=CC(=C3)C#C)OCCOC.Cl. Synergy scores: CSS=53.8, Synergy_ZIP=-3.86, Synergy_Bliss=1.33, Synergy_Loewe=-13.3, Synergy_HSA=4.21. (10) Drug 1: C1=NC2=C(N1)C(=S)N=C(N2)N. Drug 2: C1=NC2=C(N1)C(=S)N=CN2. Cell line: HS 578T. Synergy scores: CSS=41.2, Synergy_ZIP=-7.54, Synergy_Bliss=-8.67, Synergy_Loewe=-10.0, Synergy_HSA=-6.54.